From a dataset of Peptide-MHC class I binding affinity with 185,985 pairs from IEDB/IMGT. Regression. Given a peptide amino acid sequence and an MHC pseudo amino acid sequence, predict their binding affinity value. This is MHC class I binding data. The peptide sequence is LVTKYPMDNV. The MHC is HLA-A02:01 with pseudo-sequence HLA-A02:01. The binding affinity (normalized) is 0.125.